This data is from Forward reaction prediction with 1.9M reactions from USPTO patents (1976-2016). The task is: Predict the product of the given reaction. (1) Given the reactants N[C:2]1[C:7]2[N:8]([CH2:11][C:12]([NH:14][CH2:15][C:16]3[CH:21]=[CH:20][C:19]([C:22]([CH3:25])([CH3:24])[CH3:23])=[CH:18][CH:17]=3)=[O:13])[CH:9]=[N:10][C:6]=2[CH:5]=[CH:4][CH:3]=1.[CH2:26]=O.[C:28]([BH3-])#[N:29].[Na+], predict the reaction product. The product is: [C:22]([C:19]1[CH:20]=[CH:21][C:16]([CH2:15][NH:14][C:12](=[O:13])[CH2:11][N:8]2[C:7]3[C:2]([N:29]([CH3:28])[CH3:26])=[CH:3][CH:4]=[CH:5][C:6]=3[N:10]=[CH:9]2)=[CH:17][CH:18]=1)([CH3:25])([CH3:24])[CH3:23]. (2) Given the reactants [C:1]([C:5]1[CH:6]=[C:7]([C:17]2[S:18][CH:19]=[C:20]([CH:22]3[CH2:27][CH2:26][NH:25][CH2:24][CH2:23]3)[N:21]=2)[CH:8]=[C:9]([C:13]([CH3:16])([CH3:15])[CH3:14])[C:10]=1[O:11][CH3:12])([CH3:4])([CH3:3])[CH3:2].[CH3:28][C:29]1[N:33]([CH2:34][C:35](O)=[O:36])[C:32]2[CH:38]=[CH:39][CH:40]=[CH:41][C:31]=2[N:30]=1, predict the reaction product. The product is: [C:13]([C:9]1[CH:8]=[C:7]([C:17]2[S:18][CH:19]=[C:20]([CH:22]3[CH2:27][CH2:26][N:25]([C:35](=[O:36])[CH2:34][N:33]4[C:32]5[CH:38]=[CH:39][CH:40]=[CH:41][C:31]=5[N:30]=[C:29]4[CH3:28])[CH2:24][CH2:23]3)[N:21]=2)[CH:6]=[C:5]([C:1]([CH3:2])([CH3:3])[CH3:4])[C:10]=1[O:11][CH3:12])([CH3:16])([CH3:15])[CH3:14]. (3) The product is: [O:11]=[C:4]1[C:5]2[C:10](=[CH:9][CH:8]=[CH:7][CH:6]=2)[C:2](=[O:1])[N:3]1[CH2:12][CH2:13][N:14]1[C:23]2[C:18](=[N:19][CH:20]=[C:21]([CH2:24][C:25]3[CH:26]=[CH:27][C:28]([F:31])=[CH:29][CH:30]=3)[CH:22]=2)[C:17]([OH:32])=[C:16]([C:33]([NH:47][CH2:46][CH2:45][CH2:44][N:39]2[CH:43]=[CH:42][N:41]=[CH:40]2)=[O:34])[C:15]1=[O:38]. Given the reactants [O:1]=[C:2]1[C:10]2[C:5](=[CH:6][CH:7]=[CH:8][CH:9]=2)[C:4](=[O:11])[N:3]1[CH2:12][CH2:13][N:14]1[C:23]2[C:18](=[N:19][CH:20]=[C:21]([CH2:24][C:25]3[CH:30]=[CH:29][C:28]([F:31])=[CH:27][CH:26]=3)[CH:22]=2)[C:17]([OH:32])=[C:16]([C:33](OCC)=[O:34])[C:15]1=[O:38].[N:39]1([CH2:44][CH2:45][CH2:46][NH2:47])[CH:43]=[CH:42][N:41]=[CH:40]1, predict the reaction product. (4) The product is: [C:25]([O:24][C:22](=[O:23])[CH2:21][N:8]1[C:5]2=[CH:6][N:7]=[C:2]([CH3:1])[CH:3]=[C:4]2[C:10]([C:11](=[O:13])[CH3:12])=[N:9]1)([CH3:28])([CH3:27])[CH3:26]. Given the reactants [CH3:1][C:2]1[CH:3]=[C:4]2[C:10]([C:11](=[O:13])[CH3:12])=[N:9][NH:8][C:5]2=[CH:6][N:7]=1.C(=O)([O-])[O-].[K+].[K+].Br[CH2:21][C:22]([O:24][C:25]([CH3:28])([CH3:27])[CH3:26])=[O:23].O, predict the reaction product. (5) Given the reactants [Br-].[Si]([O:9][C:10]1[CH:15]=[CH:14][C:13]([CH2:16][P+](C2C=CC=CC=2)(C2C=CC=CC=2)C2C=CC=CC=2)=[CH:12][C:11]=1[O:36][CH2:37][CH3:38])(C(C)(C)C)(C)C.[Li]CCCC.[CH:44]([C:47]1[CH:48]=[C:49]([CH:53]([CH3:57])[CH2:54][CH:55]=O)[CH:50]=[CH:51][CH:52]=1)([CH3:46])[CH3:45].[N+](CCCC)(CCCC)(CCCC)CCCC.[F-], predict the reaction product. The product is: [CH2:37]([O:36][C:11]1[CH:12]=[C:13]([CH:16]=[CH:55][CH2:54][CH:53]([C:49]2[CH:50]=[CH:51][CH:52]=[C:47]([CH:44]([CH3:45])[CH3:46])[CH:48]=2)[CH3:57])[CH:14]=[CH:15][C:10]=1[OH:9])[CH3:38]. (6) Given the reactants [OH:1][C:2]1[CH:7]=[CH:6][C:5](/[CH:8]=[CH:9]/[C:10]([O:12][CH3:13])=[O:11])=[CH:4][CH:3]=1.[C:14](OC(=O)C)(=[O:16])[CH3:15].N1C=CC=CC=1, predict the reaction product. The product is: [C:14]([O:1][C:2]1[CH:3]=[CH:4][C:5](/[CH:8]=[CH:9]/[C:10]([O:12][CH3:13])=[O:11])=[CH:6][CH:7]=1)(=[O:16])[CH3:15]. (7) Given the reactants [H-].[Na+].[OH:3][C:4]1[C:11]([CH3:12])=[CH:10][C:7]([C:8]#[N:9])=[CH:6][C:5]=1[CH3:13].[Cl:14][C:15]1[N:16]=[C:17](Cl)[C:18]2[CH:23]=[CH:22][S:21][C:19]=2[N:20]=1, predict the reaction product. The product is: [Cl:14][C:15]1[N:16]=[C:17]([O:3][C:4]2[C:5]([CH3:13])=[CH:6][C:7]([C:8]#[N:9])=[CH:10][C:11]=2[CH3:12])[C:18]2[CH:23]=[CH:22][S:21][C:19]=2[N:20]=1. (8) Given the reactants [NH:1]1[CH2:6][CH2:5][CH:4]([C:7]2[CH:12]=[CH:11][CH:10]=[CH:9][C:8]=2[C@@H](NC(=O)C)C)[CH2:3][CH2:2]1.C([N:21]([CH2:24][CH3:25])[CH2:22][CH3:23])C.[F:26][C:27]1[CH:32]=[C:31](F)[CH:30]=[CH:29][N:28]=1.C1C[O:37]CC1, predict the reaction product. The product is: [F:26][C:27]1[CH:32]=[C:31]([N:1]2[CH2:2][CH2:3][CH:4]([C:7]3[CH:8]=[CH:9][C:10]([C@@H:24]([NH:21][C:22](=[O:37])[CH3:23])[CH3:25])=[CH:11][CH:12]=3)[CH2:5][CH2:6]2)[CH:30]=[CH:29][N:28]=1. (9) Given the reactants CCC([O:5][CH2:6][C:7]([C@:9]1([O:32]C(CC)=O)[C@@:13]2([CH3:30])[CH2:14][C@H:15]([OH:29])[C@:16]3([Cl:28])[C@:26]4([CH3:27])[C:20](=[CH:21][C:22]([CH:24]=[CH:25]4)=[O:23])[CH2:19][CH2:18][C@H:17]3[C@@H:12]2[CH2:11][C@@H:10]1[CH3:31])=[O:8])=O, predict the reaction product. The product is: [CH3:31][C@@H:10]1[C@:9]([OH:32])([C:7]([CH2:6][OH:5])=[O:8])[C@:13]2([CH3:30])[C@H:12]([C@H:17]3[C@:16]([Cl:28])([C@@H:15]([OH:29])[CH2:14]2)[C@:26]2([CH3:27])[C:20](=[CH:21][C:22]([CH:24]=[CH:25]2)=[O:23])[CH2:19][CH2:18]3)[CH2:11]1. (10) Given the reactants C(OC([N:8]1[CH2:11][CH:10]([C:12]2[N:13]=[N:14][CH:15]=[CH:16][C:17]=2[N:18]2[CH2:23][CH2:22][CH:21]([C:24](C)(C)[O:25][SiH2]C(C)(C)C)[CH2:20][CH2:19]2)[CH2:9]1)=O)(C)(C)C.[ClH:33].CO, predict the reaction product. The product is: [ClH:33].[NH:8]1[CH2:9][CH:10]([C:12]2[N:13]=[N:14][CH:15]=[CH:16][C:17]=2[N:18]2[CH2:19][CH2:20][CH:21]([CH2:24][OH:25])[CH2:22][CH2:23]2)[CH2:11]1.